Binary Classification. Given a T-cell receptor sequence (or CDR3 region) and an epitope sequence, predict whether binding occurs between them. From a dataset of TCR-epitope binding with 47,182 pairs between 192 epitopes and 23,139 TCRs. (1) The epitope is MMISAGFSL. The TCR CDR3 sequence is CASSTDGMGFDEQYF. Result: 1 (the TCR binds to the epitope). (2) Result: 0 (the TCR does not bind to the epitope). The epitope is LPPAYTNSF. The TCR CDR3 sequence is CASSLGSGSYEQYF. (3) The epitope is PROT_97E67BCC. The TCR CDR3 sequence is CASKALVSTDTQYF. Result: 1 (the TCR binds to the epitope). (4) The epitope is FLKEKGGL. The TCR CDR3 sequence is CASSANRDTEDTGELFF. Result: 0 (the TCR does not bind to the epitope). (5) The epitope is NLVPMVATV. The TCR CDR3 sequence is CARGSERNTIYF. Result: 1 (the TCR binds to the epitope).